This data is from Peptide-MHC class I binding affinity with 185,985 pairs from IEDB/IMGT. The task is: Regression. Given a peptide amino acid sequence and an MHC pseudo amino acid sequence, predict their binding affinity value. This is MHC class I binding data. (1) The peptide sequence is GRQEKNPAL. The MHC is HLA-A02:01 with pseudo-sequence HLA-A02:01. The binding affinity (normalized) is 0.0847. (2) The peptide sequence is DYPDDFMDK. The binding affinity (normalized) is 0.0847. The MHC is HLA-A26:01 with pseudo-sequence HLA-A26:01. (3) The peptide sequence is PTPLSPPLR. The MHC is HLA-A02:06 with pseudo-sequence HLA-A02:06. The binding affinity (normalized) is 0.0198. (4) The peptide sequence is GDLRQRLLR. The MHC is Mamu-B8301 with pseudo-sequence Mamu-B8301. The binding affinity (normalized) is 0.403. (5) The peptide sequence is IIYVGCGER. The MHC is HLA-A23:01 with pseudo-sequence HLA-A23:01. The binding affinity (normalized) is 0.0847. (6) The peptide sequence is NYNGLLSSI. The MHC is HLA-B27:03 with pseudo-sequence HLA-B27:03. The binding affinity (normalized) is 0.0847. (7) The peptide sequence is QQRPDLILV. The MHC is HLA-A03:01 with pseudo-sequence HLA-A03:01. The binding affinity (normalized) is 0.0847. (8) The peptide sequence is YMGLVKKAK. The MHC is HLA-B58:01 with pseudo-sequence HLA-B58:01. The binding affinity (normalized) is 0.0847.